Dataset: Retrosynthesis with 50K atom-mapped reactions and 10 reaction types from USPTO. Task: Predict the reactants needed to synthesize the given product. (1) Given the product COC(=O)c1cc(-c2ccccc2)c2cccc([N+](=O)[O-])c2n1, predict the reactants needed to synthesize it. The reactants are: COC(=O)c1cc(OS(=O)(=O)C(F)(F)F)c2cccc([N+](=O)[O-])c2n1.OB(O)c1ccccc1. (2) Given the product CC(C)(C)OC(=O)CN1C(=O)[C@@H](N2C(=O)c3ccccc3C2=O)CSc2ccccc21, predict the reactants needed to synthesize it. The reactants are: CC(C)(C)OC(=O)CCl.O=C1Nc2ccccc2SC[C@@H]1N1C(=O)c2ccccc2C1=O. (3) Given the product CN(C)S(=O)(=O)N1CCC(CC(=O)Nc2ccc3cc2CCc2cccc(c2)Nc2ncc(Cl)c(n2)N3)CC1, predict the reactants needed to synthesize it. The reactants are: CN(C)S(=O)(=O)Cl.O=C(CC1CCNCC1)Nc1ccc2cc1CCc1cccc(c1)Nc1ncc(Cl)c(n1)N2. (4) Given the product CCCCc1oc2ccccc2c1C(=O)N(C)Cc1ccc(-c2ccc(OCC(=O)O)c(Br)c2)cc1, predict the reactants needed to synthesize it. The reactants are: CCCCc1oc2ccccc2c1C(=O)N(C)Cc1ccc(-c2ccc(OCC(=O)OC)c(Br)c2)cc1.